This data is from Reaction yield outcomes from USPTO patents with 853,638 reactions. The task is: Predict the reaction yield, written as a fraction of the theoretical maximum amount of product (1.0 means a 100% yield; for example, 0.34 means a 34% yield). (1) The reactants are Cl.[CH2:2]([O:9][C:10]([NH:12][CH2:13][CH:14]1[CH2:19][CH2:18][CH2:17][NH:16][CH2:15]1)=[O:11])[C:3]1[CH:8]=[CH:7][CH:6]=[CH:5][CH:4]=1.[F:20][C:21]1[CH:26]=[CH:25][C:24]([CH2:27][CH2:28]OS(C2C=CC(C)=CC=2)(=O)=O)=[CH:23][CH:22]=1.C(=O)([O-])[O-].[K+].[K+]. The catalyst is C(=O)([O-])O.[Na+].CC(C)=O.O. The product is [CH2:2]([O:9][C:10](=[O:11])[NH:12][CH2:13][CH:14]1[CH2:19][CH2:18][CH2:17][N:16]([CH2:28][CH2:27][C:24]2[CH:25]=[CH:26][C:21]([F:20])=[CH:22][CH:23]=2)[CH2:15]1)[C:3]1[CH:4]=[CH:5][CH:6]=[CH:7][CH:8]=1. The yield is 0.660. (2) The reactants are [CH:1]([C:3]1[C:16]([OH:17])=[CH:15][C:14]2[C@:13]34[CH2:18][CH2:19][N:20]([C:21]([O:23][CH2:24][C:25]5[CH:30]=[CH:29][CH:28]=[CH:27][CH:26]=5)=[O:22])[C@@H:7]([C@@H:8]3[CH2:9][CH2:10][CH2:11][CH2:12]4)[CH2:6][C:5]=2[CH:4]=1)=[O:2].[BH4-].[Na+]. The catalyst is CCO.Cl. The product is [OH:17][C:16]1[C:3]([CH2:1][OH:2])=[CH:4][C:5]2[CH2:6][C@H:7]3[N:20]([C:21]([O:23][CH2:24][C:25]4[CH:30]=[CH:29][CH:28]=[CH:27][CH:26]=4)=[O:22])[CH2:19][CH2:18][C@@:13]4([C:14]=2[CH:15]=1)[C@H:8]3[CH2:9][CH2:10][CH2:11][CH2:12]4. The yield is 0.510. (3) The reactants are [CH2:1]([N:3]1[C:12]2[C:7](=[CH:8][CH:9]=[CH:10][CH:11]=2)[N:6]=[C:5]([CH3:13])[C:4]1=[O:14])[CH3:2].[Br:15]N1C(=O)CCC1=O. The catalyst is C(Cl)(Cl)(Cl)Cl.COC(C)(C)C.C(OOC(=O)C1C=CC=CC=1)(=O)C1C=CC=CC=1. The product is [Br:15][CH2:13][C:5]1[C:4](=[O:14])[N:3]([CH2:1][CH3:2])[C:12]2[C:7]([N:6]=1)=[CH:8][CH:9]=[CH:10][CH:11]=2. The yield is 0.403.